Dataset: Reaction yield outcomes from USPTO patents with 853,638 reactions. Task: Predict the reaction yield, written as a fraction of the theoretical maximum amount of product (1.0 means a 100% yield; for example, 0.34 means a 34% yield). (1) The reactants are Cl[C:2]1[N:7]=[C:6]([C:8]2[S:12][C:11]([N:13]3[CH2:18][CH2:17][N:16]([S:19]([CH3:22])(=[O:21])=[O:20])[CH2:15][CH2:14]3)=[N:10][C:9]=2[C:23]2[C:24]([F:41])=[C:25]([NH:29][S:30]([C:33]3[C:38]([F:39])=[CH:37][CH:36]=[CH:35][C:34]=3[F:40])(=[O:32])=[O:31])[CH:26]=[CH:27][CH:28]=2)[CH:5]=[CH:4][N:3]=1.[NH3:42]. The catalyst is CO. The product is [NH2:42][C:2]1[N:7]=[C:6]([C:8]2[S:12][C:11]([N:13]3[CH2:18][CH2:17][N:16]([S:19]([CH3:22])(=[O:21])=[O:20])[CH2:15][CH2:14]3)=[N:10][C:9]=2[C:23]2[C:24]([F:41])=[C:25]([NH:29][S:30]([C:33]3[C:38]([F:39])=[CH:37][CH:36]=[CH:35][C:34]=3[F:40])(=[O:32])=[O:31])[CH:26]=[CH:27][CH:28]=2)[CH:5]=[CH:4][N:3]=1. The yield is 0.300. (2) The reactants are [Cl:1][C:2]1[CH:7]=[CH:6][C:5]([N+:8]([O-:10])=[O:9])=[CH:4][C:3]=1[OH:11].C(=O)([O-])[O-].[Cs+].[Cs+].Br[CH2:19][CH2:20][CH2:21][NH:22][C:23](=[O:29])[O:24][C:25]([CH3:28])([CH3:27])[CH3:26]. The catalyst is CN(C=O)C.[I-].C([N+](CCCC)(CCCC)CCCC)CCC. The product is [Cl:1][C:2]1[CH:7]=[CH:6][C:5]([N+:8]([O-:10])=[O:9])=[CH:4][C:3]=1[O:11][CH2:19][CH2:20][CH2:21][NH:22][C:23](=[O:29])[O:24][C:25]([CH3:28])([CH3:27])[CH3:26]. The yield is 0.574. (3) The yield is 0.810. The catalyst is CO. The reactants are [OH-].[Na+].Cl.[C:4](=[NH:13])(OC)[C:5]1[CH:10]=[CH:9][CH:8]=[CH:7][CH:6]=1.[C:14]([CH2:16][C:17]([NH:19][NH2:20])=O)#[N:15]. The product is [C:14]([CH2:16][C:17]1[NH:19][N:20]=[C:4]([C:5]2[CH:10]=[CH:9][CH:8]=[CH:7][CH:6]=2)[N:13]=1)#[N:15]. (4) The reactants are [OH:1][C:2]1[CH:7]=[CH:6][C:5]([C:8]2[C:17]3[C:12](=[CH:13][C:14]([S:18]([N:21](CC4C=CC(OC)=CC=4)[C:22]4[CH:27]=[CH:26][N:25]=[CH:24][N:23]=4)(=[O:20])=[O:19])=[CH:15][CH:16]=3)[CH:11]=[CH:10][N:9]=2)=[C:4]([O:37][CH3:38])[CH:3]=1.C(=O)([O-])[O-].[Cs+].[Cs+].CN(C=O)C.FC(F)(F)S(O[CH2:56][C:57]([F:60])([F:59])[F:58])(=O)=O. The catalyst is O. The product is [CH3:38][O:37][C:4]1[CH:3]=[C:2]([O:1][CH2:56][C:57]([F:60])([F:59])[F:58])[CH:7]=[CH:6][C:5]=1[C:8]1[C:17]2[C:12](=[CH:13][C:14]([S:18]([NH:21][C:22]3[CH:27]=[CH:26][N:25]=[CH:24][N:23]=3)(=[O:20])=[O:19])=[CH:15][CH:16]=2)[CH:11]=[CH:10][N:9]=1. The yield is 0.653. (5) The reactants are [CH3:1][O:2][C:3]1[CH:8]=[C:7]([O:9][CH3:10])[CH:6]=[CH:5][C:4]=1[CH2:11][N:12]1[C:17]([OH:18])=[C:16]([C:19](OCC)=[O:20])[C:15](=[O:24])[N:14]([CH2:25][C:26]2[CH:31]=[CH:30][CH:29]=[CH:28][CH:27]=2)[C:13]1=[O:32].C1CCN2C(=NCCC2)CC1.[NH2:44][CH2:45][C:46]([OH:48])=[O:47]. The catalyst is C(O)C.Cl. The product is [CH3:1][O:2][C:3]1[CH:8]=[C:7]([O:9][CH3:10])[CH:6]=[CH:5][C:4]=1[CH2:11][N:12]1[C:17]([OH:18])=[C:16]([C:19]([NH:44][CH2:45][C:46]([OH:48])=[O:47])=[O:20])[C:15](=[O:24])[N:14]([CH2:25][C:26]2[CH:27]=[CH:28][CH:29]=[CH:30][CH:31]=2)[C:13]1=[O:32]. The yield is 0.420.